This data is from Reaction yield outcomes from USPTO patents with 853,638 reactions. The task is: Predict the reaction yield, written as a fraction of the theoretical maximum amount of product (1.0 means a 100% yield; for example, 0.34 means a 34% yield). (1) The reactants are [CH:1]1([N:6]2[C:10]3[N:11]=[C:12]([NH:15][C:16]4[CH:24]=[CH:23][C:19]([C:20]([OH:22])=O)=[CH:18][N:17]=4)[N:13]=[CH:14][C:9]=3[CH:8]=[C:7]2[C:25](=[O:29])[N:26]([CH3:28])[CH3:27])[CH2:5][CH2:4][CH2:3][CH2:2]1.[Li+].[Cl-].[CH:32]12[CH2:46][CH:36]([N:37]([C:39]([O:41][C:42]([CH3:45])([CH3:44])[CH3:43])=[O:40])[CH2:38]1)[CH2:35][NH:34][CH2:33]2. No catalyst specified. The product is [C:42]([O:41][C:39]([N:37]1[CH2:38][CH:32]2[CH2:46][CH:36]1[CH2:35][N:34]([C:20]([C:19]1[CH:18]=[N:17][C:16]([NH:15][C:12]3[N:13]=[CH:14][C:9]4[CH:8]=[C:7]([C:25](=[O:29])[N:26]([CH3:27])[CH3:28])[N:6]([CH:1]5[CH2:5][CH2:4][CH2:3][CH2:2]5)[C:10]=4[N:11]=3)=[CH:24][CH:23]=1)=[O:22])[CH2:33]2)=[O:40])([CH3:45])([CH3:43])[CH3:44]. The yield is 0.800. (2) The reactants are [CH2:1]([O:3][C:4]1[CH:5]=[C:6]([CH:9]=[CH:10][C:11]=1[OH:12])[CH:7]=[O:8])[CH3:2].[CH3:13][S:14](Cl)(=[O:16])=[O:15].O. The catalyst is ClCCl. The product is [CH2:1]([O:3][C:4]1[CH:5]=[C:6]([CH:7]=[O:8])[CH:9]=[CH:10][C:11]=1[O:12][S:14]([CH3:13])(=[O:16])=[O:15])[CH3:2]. The yield is 1.00. (3) The reactants are Br[C:2]1[CH:7]=[CH:6][C:5]([C:8](=[C:16]2[CH2:22][CH2:21][CH2:20][CH2:19][CH2:18][CH2:17]2)[C:9]2[CH:14]=[CH:13][C:12]([OH:15])=[CH:11][CH:10]=2)=[CH:4][CH:3]=1.[O:23]1[CH:27]=[CH:26][C:25](B(O)O)=[CH:24]1.C([O-])([O-])=O.[Na+].[Na+].COCCOC. The catalyst is CCOCC.C1C=CC([P]([Pd]([P](C2C=CC=CC=2)(C2C=CC=CC=2)C2C=CC=CC=2)([P](C2C=CC=CC=2)(C2C=CC=CC=2)C2C=CC=CC=2)[P](C2C=CC=CC=2)(C2C=CC=CC=2)C2C=CC=CC=2)(C2C=CC=CC=2)C2C=CC=CC=2)=CC=1. The product is [C:16]1(=[C:8]([C:5]2[CH:6]=[CH:7][C:2]([C:25]3[CH:26]=[CH:27][O:23][CH:24]=3)=[CH:3][CH:4]=2)[C:9]2[CH:10]=[CH:11][C:12]([OH:15])=[CH:13][CH:14]=2)[CH2:17][CH2:18][CH2:19][CH2:20][CH2:21][CH2:22]1. The yield is 0.920. (4) The reactants are [NH2:1][C:2]1[N:7]=[CH:6][N:5]=[C:4]2[N:8]([CH:20]([C:22]3[O:23][C:24]4[C:29]([C:30](=[O:39])[C:31]=3[C:32]3[CH:37]=[CH:36][CH:35]=[C:34]([F:38])[CH:33]=3)=[CH:28][CH:27]=[CH:26][CH:25]=4)[CH3:21])[N:9]=[C:10]([C:11]3[CH:16]=[CH:15][C:14]([O:17]C)=[C:13]([F:19])[CH:12]=3)[C:3]=12. The catalyst is ClCCl.B(Br)(Br)Br. The product is [NH2:1][C:2]1[N:7]=[CH:6][N:5]=[C:4]2[N:8]([CH:20]([C:22]3[O:23][C:24]4[C:29]([C:30](=[O:39])[C:31]=3[C:32]3[CH:37]=[CH:36][CH:35]=[C:34]([F:38])[CH:33]=3)=[CH:28][CH:27]=[CH:26][CH:25]=4)[CH3:21])[N:9]=[C:10]([C:11]3[CH:16]=[CH:15][C:14]([OH:17])=[C:13]([F:19])[CH:12]=3)[C:3]=12. The yield is 0.630. (5) The yield is 0.580. The reactants are [OH-].[K+].[CH2:3]([C:10]1[N:15]=[N:14][C:13]([N:16]2[CH2:21][CH2:20][N:19]([C:22]3[CH:27]=[N:26][C:25]([C:28](=[O:30])[CH3:29])=[CH:24][N:23]=3)[C@H:18]([CH3:31])[CH2:17]2)=[C:12]([CH3:32])[C:11]=1[CH3:33])[C:4]1[CH:9]=[CH:8][CH:7]=[CH:6][CH:5]=1.C(O)(=[O:36])C.C(O)(=O)C.IC1C=CC=CC=1.Cl.C([O-])(O)=O.[Na+]. The product is [CH2:3]([C:10]1[N:15]=[N:14][C:13]([N:16]2[CH2:21][CH2:20][N:19]([C:22]3[CH:27]=[N:26][C:25]([C:28](=[O:30])[CH2:29][OH:36])=[CH:24][N:23]=3)[C@H:18]([CH3:31])[CH2:17]2)=[C:12]([CH3:32])[C:11]=1[CH3:33])[C:4]1[CH:9]=[CH:8][CH:7]=[CH:6][CH:5]=1. The catalyst is CO.O. (6) The reactants are [Cl:1][C:2]1[C:7]([Cl:8])=[CH:6][CH:5]=[CH:4][C:3]=1[NH:9][C:10](=[O:17])OCC(Cl)(Cl)Cl.[F:18][C:19]1[CH:24]=[CH:23][CH:22]=[CH:21][C:20]=1[C:25]1[CH:29]=[C:28]([NH2:30])[NH:27][N:26]=1.O. The catalyst is CN(C=O)C. The product is [Cl:1][C:2]1[C:7]([Cl:8])=[CH:6][CH:5]=[CH:4][C:3]=1[NH:9][C:10]([NH:30][C:28]1[NH:27][N:26]=[C:25]([C:20]2[CH:21]=[CH:22][CH:23]=[CH:24][C:19]=2[F:18])[CH:29]=1)=[O:17]. The yield is 0.920. (7) The reactants are [NH2:1][C:2]1[CH:3]=[C:4]([CH3:9])[CH:5]=[N:6][C:7]=1[Cl:8].[N+:10]([C:13]1[CH:21]=[CH:20][CH:19]=[CH:18][C:14]=1[C:15](Cl)=[O:16])([O-:12])=[O:11]. The catalyst is N1C=CC=CC=1.O.C(=O)(O)[O-].[Na+]. The product is [Cl:8][C:7]1[C:2]([NH:1][C:15](=[O:16])[C:14]2[CH:18]=[CH:19][CH:20]=[CH:21][C:13]=2[N+:10]([O-:12])=[O:11])=[CH:3][C:4]([CH3:9])=[CH:5][N:6]=1. The yield is 0.910. (8) The reactants are C1(C(C2C=CC=CC=2)=[N:8][C:9]2[CH:14]=[CH:13][CH:12]=[C:11]([C:15]3[N:16]([CH2:28][C:29]4[C:34]([F:35])=[CH:33][C:32]([F:36])=[CH:31][C:30]=4[F:37])[N:17]=[C:18]4[C:23]=3[CH:22]=[CH:21][CH:20]=[C:19]4[C:24]([F:27])([F:26])[F:25])[CH:10]=2)C=CC=CC=1.C([O-])(=O)C.[Na+].Cl.NO. The catalyst is CO. The product is [F:35][C:34]1[CH:33]=[C:32]([F:36])[CH:31]=[C:30]([F:37])[C:29]=1[CH2:28][N:16]1[C:15]([C:11]2[CH:10]=[C:9]([NH2:8])[CH:14]=[CH:13][CH:12]=2)=[C:23]2[C:18]([C:19]([C:24]([F:25])([F:26])[F:27])=[CH:20][CH:21]=[CH:22]2)=[N:17]1. The yield is 0.500. (9) The reactants are [CH2:1]([O:8][C:9]([N:11]1[CH2:16][C@H:15]([NH:17][C:18]([O:20][C:21]([CH3:24])([CH3:23])[CH3:22])=[O:19])[CH2:14][C@H:13](C(O)=O)[CH2:12]1)=[O:10])[C:2]1[CH:7]=[CH:6][CH:5]=[CH:4][CH:3]=1.C1C=CC(P(N=[N+]=[N-])(C2C=CC=CC=2)=[O:35])=CC=1.CC[N:47]([CH:51](C)C)C(C)C.[CH3:54][C:55]([OH:58])([CH3:57])[CH3:56]. No catalyst specified. The product is [C:55]([O:58][C:51]([NH:47][C@H:13]1[CH2:14][C@@H:15]([NH:17][C:18]([O:20][C:21]([CH3:23])([CH3:22])[CH3:24])=[O:19])[CH2:16][N:11]([C:9]([O:8][CH2:1][C:2]2[CH:7]=[CH:6][CH:5]=[CH:4][CH:3]=2)=[O:10])[CH2:12]1)=[O:35])([CH3:57])([CH3:56])[CH3:54]. The yield is 0.230.